Dataset: Reaction yield outcomes from USPTO patents with 853,638 reactions. Task: Predict the reaction yield, written as a fraction of the theoretical maximum amount of product (1.0 means a 100% yield; for example, 0.34 means a 34% yield). (1) The reactants are [CH3:1][O:2][C:3]1[CH:8]=[CH:7][C:6]([N+:9]([O-:11])=[O:10])=[CH:5][C:4]=1[NH:12][C:13](=[O:16])[CH2:14][CH3:15].[CH2:17](O)C. The catalyst is ClCCl.[Pd]. The product is [CH3:1][O:2][C:3]1[CH:8]=[CH:7][C:6]([N+:9]([O-:11])=[O:10])=[CH:5][C:4]=1[N:12]([CH3:17])[C:13](=[O:16])[CH2:14][CH3:15]. The yield is 0.310. (2) The yield is 0.130. The catalyst is O1CCCC1. The product is [Cl:25][C:16]1[N:15]=[C:9]([NH:8][C:5]2[CH:6]=[CH:7][C:2]([Cl:1])=[CH:3][CH:4]=2)[C:19]([N+:20]([O-:22])=[O:21])=[C:18]([NH:23][CH3:24])[CH:17]=1. The reactants are [Cl:1][C:2]1[CH:7]=[CH:6][C:5]([NH:8][CH:9]=O)=[CH:4][CH:3]=1.[H-].[Na+].ClC1[C:19]([N+:20]([O-:22])=[O:21])=[C:18]([NH:23][CH3:24])[CH:17]=[C:16]([Cl:25])[N:15]=1.O. (3) The reactants are [F:1][C:2]([F:10])([F:9])[CH:3]([OH:8])[C:4]([F:7])([F:6])[F:5].ClC(Cl)(O[C:15](=[O:21])OC(Cl)(Cl)Cl)Cl.C(N(CC)C(C)C)(C)C.[N:32]1([CH2:38][C:39]2[CH:44]=[CH:43][C:42](C(F)(F)F)=[CH:41][C:40]=2[N:49]2[CH2:54][CH2:53][O:52][CH2:51][CH2:50]2)[CH2:37][CH2:36][NH:35][CH2:34][CH2:33]1. The catalyst is ClCCl. The product is [N:49]1([C:40]2[C:41]([C:2]([F:10])([F:9])[F:1])=[CH:42][CH:43]=[CH:44][C:39]=2[CH2:38][N:32]2[CH2:33][CH2:34][N:35]([C:15]([O:8][CH:3]([C:4]([F:7])([F:6])[F:5])[C:2]([F:10])([F:9])[F:1])=[O:21])[CH2:36][CH2:37]2)[CH2:50][CH2:51][O:52][CH2:53][CH2:54]1. The yield is 0.350. (4) The reactants are Cl[C:2]1[CH:32]=[CH:31][C:5]([CH2:6][C:7]2[C:16]3[C:15](=[O:17])[N:14]([CH2:18][CH2:19][CH2:20][OH:21])[C:13](=[O:22])[N:12]([CH3:23])[C:11]=3[N:10]=[CH:9][C:8]=2[C:24]2[CH:29]=[CH:28][CH:27]=[C:26]([F:30])[CH:25]=2)=[CH:4][CH:3]=1. The catalyst is CO.CC(=O)OCC.O.[Pd]. The product is [CH2:6]([C:7]1[C:16]2[C:15](=[O:17])[N:14]([CH2:18][CH2:19][CH2:20][OH:21])[C:13](=[O:22])[N:12]([CH3:23])[C:11]=2[N:10]=[CH:9][C:8]=1[C:24]1[CH:29]=[CH:28][CH:27]=[C:26]([F:30])[CH:25]=1)[C:5]1[CH:31]=[CH:32][CH:2]=[CH:3][CH:4]=1. The yield is 0.435. (5) The reactants are [NH:1]1[C:9]2[C:4](=[CH:5][CH:6]=[CH:7][CH:8]=2)[CH2:3][C:2]1=[O:10].[CH2:11](O)[CH2:12][OH:13]. The catalyst is [Ni]. The product is [OH:13][CH2:12][CH2:11][CH:3]1[C:4]2[C:9](=[CH:8][CH:7]=[CH:6][CH:5]=2)[NH:1][C:2]1=[O:10]. The yield is 0.700. (6) The product is [CH3:2][O:3][C:4]([C@@H:5]1[CH2:9][C@@H:8]([OH:10])[CH2:7][N:6]1[S:22]([C:13]1[CH:14]=[CH:15][C:16]2[C:21](=[CH:20][CH:19]=[CH:18][CH:17]=2)[CH:12]=1)(=[O:24])=[O:23])=[O:11]. The yield is 0.820. The reactants are Cl.[CH3:2][O:3][C:4](=[O:11])[C@@H:5]1[CH2:9][C@@H:8]([OH:10])[CH2:7][NH:6]1.[CH:12]1[C:21]2[C:16](=[CH:17][CH:18]=[CH:19][CH:20]=2)[CH:15]=[CH:14][C:13]=1[S:22](Cl)(=[O:24])=[O:23].O. The catalyst is C1(C)C=CC=CC=1.C1COCC1. (7) The reactants are Cl[C:2]1[N:7]=[C:6]([C:8]2[C:9]([C:16]3[CH:21]=[C:20]([CH3:22])[CH:19]=[C:18]([O:23][CH3:24])[CH:17]=3)=[N:10][N:11]([CH2:13][C:14]#[N:15])[CH:12]=2)[CH:5]=[C:4]([NH:25][CH2:26][C@@H:27]([OH:29])[CH3:28])[N:3]=1.[N:30]1[CH:35]=[CH:34][CH:33]=[C:32](B(O)O)[CH:31]=1.C(=O)([O-])[O-].[K+].[K+]. The catalyst is C(#N)C.O.C1(C=CC=CC=1)[P](C1C=CC=CC=1)(C1C=CC=CC=1)[Pd][P](C1C=CC=CC=1)(C1C=CC=CC=1)C1C=CC=CC=1. The product is [OH:29][C@@H:27]([CH3:28])[CH2:26][NH:25][C:4]1[N:3]=[C:2]([C:32]2[CH:31]=[N:30][CH:35]=[CH:34][CH:33]=2)[N:7]=[C:6]([C:8]2[C:9]([C:16]3[CH:21]=[C:20]([CH3:22])[CH:19]=[C:18]([O:23][CH3:24])[CH:17]=3)=[N:10][N:11]([CH2:13][C:14]#[N:15])[CH:12]=2)[CH:5]=1. The yield is 0.671. (8) The reactants are CC([O-])(C)C.[K+].[F:7][C:8]([F:27])([F:26])[S:9](N(C1C=CC=CC=1)[S:9]([C:8]([F:27])([F:26])[F:7])(=[O:11])=[O:10])(=[O:11])=[O:10].[OH:28][C:29]1[CH:36]=[CH:35][C:32]([C:33]#[N:34])=[C:31]([S:37][CH3:38])[N:30]=1.O. The catalyst is O1CCCC1. The product is [F:7][C:8]([F:27])([F:26])[S:9]([O:28][C:29]1[CH:36]=[CH:35][C:32]([C:33]#[N:34])=[C:31]([S:37][CH3:38])[N:30]=1)(=[O:11])=[O:10]. The yield is 0.850.